This data is from NCI-60 drug combinations with 297,098 pairs across 59 cell lines. The task is: Regression. Given two drug SMILES strings and cell line genomic features, predict the synergy score measuring deviation from expected non-interaction effect. (1) Drug 1: C1CC(C1)(C(=O)O)C(=O)O.[NH2-].[NH2-].[Pt+2]. Drug 2: C1=NC2=C(N=C(N=C2N1C3C(C(C(O3)CO)O)F)Cl)N. Cell line: SK-MEL-28. Synergy scores: CSS=16.7, Synergy_ZIP=-2.37, Synergy_Bliss=2.48, Synergy_Loewe=-5.10, Synergy_HSA=2.60. (2) Drug 1: CN1CCC(CC1)COC2=C(C=C3C(=C2)N=CN=C3NC4=C(C=C(C=C4)Br)F)OC. Drug 2: CN(C(=O)NC(C=O)C(C(C(CO)O)O)O)N=O. Cell line: MDA-MB-435. Synergy scores: CSS=-0.325, Synergy_ZIP=-0.229, Synergy_Bliss=-3.13, Synergy_Loewe=-4.65, Synergy_HSA=-5.03. (3) Drug 1: CN(CC1=CN=C2C(=N1)C(=NC(=N2)N)N)C3=CC=C(C=C3)C(=O)NC(CCC(=O)O)C(=O)O. Drug 2: CC1C(C(CC(O1)OC2CC(CC3=C2C(=C4C(=C3O)C(=O)C5=CC=CC=C5C4=O)O)(C(=O)C)O)N)O. Cell line: RPMI-8226. Synergy scores: CSS=38.0, Synergy_ZIP=-8.94, Synergy_Bliss=-15.6, Synergy_Loewe=-19.0, Synergy_HSA=-10.9. (4) Drug 1: CC1OCC2C(O1)C(C(C(O2)OC3C4COC(=O)C4C(C5=CC6=C(C=C35)OCO6)C7=CC(=C(C(=C7)OC)O)OC)O)O. Drug 2: CC1=CC2C(CCC3(C2CCC3(C(=O)C)OC(=O)C)C)C4(C1=CC(=O)CC4)C. Cell line: SF-268. Synergy scores: CSS=40.0, Synergy_ZIP=12.6, Synergy_Bliss=13.4, Synergy_Loewe=-13.2, Synergy_HSA=9.54. (5) Drug 1: CC(CN1CC(=O)NC(=O)C1)N2CC(=O)NC(=O)C2. Drug 2: CC1=CC=C(C=C1)C2=CC(=NN2C3=CC=C(C=C3)S(=O)(=O)N)C(F)(F)F. Cell line: COLO 205. Synergy scores: CSS=51.7, Synergy_ZIP=-0.684, Synergy_Bliss=-0.165, Synergy_Loewe=-5.17, Synergy_HSA=-0.553.